The task is: Predict the reactants needed to synthesize the given product.. This data is from Full USPTO retrosynthesis dataset with 1.9M reactions from patents (1976-2016). (1) Given the product [Cl:6][C:7]1[CH:38]=[CH:37][C:36]([CH2:39][N:1]2[CH2:5][CH2:4][CH2:3][CH2:2]2)=[CH:35][C:8]=1[C:9]([NH:11][C:12](=[O:34])[NH:13][C:14]1[S:15][C:16]2[CH:22]=[C:21]([S:23]([CH3:26])(=[O:24])=[O:25])[CH:20]=[CH:19][C:17]=2[N:18]=1)=[O:10], predict the reactants needed to synthesize it. The reactants are: [NH:1]1[CH2:5][CH2:4][CH2:3][CH2:2]1.[Cl:6][C:7]1[CH:38]=[CH:37][CH:36]=[CH:35][C:8]=1[C:9]([NH:11][C:12](=[O:34])[NH:13][C:14]1[S:15][C:16]2[CH:22]=[C:21]([S:23]([CH2:26]CN3CCCCC3)(=[O:25])=[O:24])[CH:20]=[CH:19][C:17]=2[N:18]=1)=[O:10].[CH3:39]C#N. (2) Given the product [C:31]([O:35][N:36]([CH2:40][C:41]([NH:30][C:25]1[CH:26]=[CH:27][C:28]([CH3:29])=[C:23]([CH:20]2[CH2:21][CH2:22][N:17]([CH2:16][C:13]3[CH:12]=[CH:11][C:10]([S:9][C:6]4[CH:7]=[CH:8][C:3]([O:2][CH3:1])=[CH:4][CH:5]=4)=[CH:15][CH:14]=3)[CH2:18][CH2:19]2)[CH:24]=1)=[O:42])[C:37]([CH3:39])=[O:38])([CH3:34])([CH3:33])[CH3:32], predict the reactants needed to synthesize it. The reactants are: [CH3:1][O:2][C:3]1[CH:8]=[CH:7][C:6]([S:9][C:10]2[CH:15]=[CH:14][C:13]([CH2:16][N:17]3[CH2:22][CH2:21][CH:20]([C:23]4[CH:24]=[C:25]([NH2:30])[CH:26]=[CH:27][C:28]=4[CH3:29])[CH2:19][CH2:18]3)=[CH:12][CH:11]=2)=[CH:5][CH:4]=1.[C:31]([O:35][N:36]([CH2:40][C:41](O)=[O:42])[C:37]([CH3:39])=[O:38])([CH3:34])([CH3:33])[CH3:32].Cl.CN(C)CCCN=C=NCC.